Dataset: Reaction yield outcomes from USPTO patents with 853,638 reactions. Task: Predict the reaction yield, written as a fraction of the theoretical maximum amount of product (1.0 means a 100% yield; for example, 0.34 means a 34% yield). (1) The reactants are [C:1]([C:5]1[N:6]([CH3:11])[CH:7]=[C:8](I)[N:9]=1)([CH3:4])([CH3:3])[CH3:2].CC[Mg+].[Br-].CCOCC.[CH3:21][Sn:22](Cl)([CH3:24])[CH3:23].C1COCC1. The catalyst is C(Cl)Cl. The product is [C:1]([C:5]1[N:6]([CH3:11])[CH:7]=[C:8]([Sn:22]([CH3:24])([CH3:23])[CH3:21])[N:9]=1)([CH3:4])([CH3:3])[CH3:2]. The yield is 0.820. (2) The reactants are [Cl:1][C:2]1[N:10]=[C:9]([Cl:11])[CH:8]=[C:7]([CH3:12])[C:3]=1[C:4](O)=[O:5].C([O-])(O)=O.[Na+]. The catalyst is C1COCC1. The product is [Cl:1][C:2]1[C:3]([CH2:4][OH:5])=[C:7]([CH3:12])[CH:8]=[C:9]([Cl:11])[N:10]=1. The yield is 0.900. (3) The reactants are [C:1]1([N:7]2[CH2:12][CH2:11][N:10]([C:13](Cl)=[O:14])[CH2:9][CH2:8]2)[CH:6]=[CH:5][CH:4]=[CH:3][CH:2]=1.[CH2:16]([O:18][CH:19]([O:32][CH2:33][CH3:34])[CH2:20][CH2:21][CH2:22][NH:23]C(C1CCCCC1)=O)[CH3:17]. No catalyst specified. The product is [CH2:33]([O:32][CH:19]([O:18][CH2:16][CH3:17])[CH2:20][CH2:21][CH2:22][NH:23][C:13]([N:10]1[CH2:11][CH2:12][N:7]([C:1]2[CH:6]=[CH:5][CH:4]=[CH:3][CH:2]=2)[CH2:8][CH2:9]1)=[O:14])[CH3:34]. The yield is 1.00. (4) The catalyst is O1CCOCC1. The yield is 0.950. The reactants are [F:1][CH2:2][CH2:3][O:4][CH2:5][CH2:6][O:7][CH2:8][CH2:9][O:10][C:11]1[CH:23]=[C:22]2[C:14]([C:15]3[CH:16]=[CH:17][C:18]([NH:24]C(=O)OC(C)(C)C)=[CH:19][C:20]=3[NH:21]2)=[CH:13][CH:12]=1.Cl. The product is [F:1][CH2:2][CH2:3][O:4][CH2:5][CH2:6][O:7][CH2:8][CH2:9][O:10][C:11]1[CH:23]=[C:22]2[C:14]([C:15]3[CH:16]=[CH:17][C:18]([NH2:24])=[CH:19][C:20]=3[NH:21]2)=[CH:13][CH:12]=1.